Dataset: Full USPTO retrosynthesis dataset with 1.9M reactions from patents (1976-2016). Task: Predict the reactants needed to synthesize the given product. (1) Given the product [C:49]([NH:51][CH2:2][C:3]1[CH:4]=[C:5]([C:9]2[CH:10]=[C:11]([C:19]([NH:21][C:22]3[CH:23]=[C:24]([CH:29]=[CH:30][C:31]([OH:33])=[O:32])[CH:25]=[CH:26][C:27]=3[F:28])=[O:20])[C:12]3[C:17]([CH:18]=2)=[CH:16][CH:15]=[CH:14][CH:13]=3)[CH:6]=[CH:7][CH:8]=1)(=[O:38])[CH3:50], predict the reactants needed to synthesize it. The reactants are: N[CH2:2][C:3]1[CH:4]=[C:5]([C:9]2[CH:10]=[C:11]([C:19]([NH:21][C:22]3[CH:23]=[C:24](/[CH:29]=[CH:30]/[C:31]([O:33]CC)=[O:32])[CH:25]=[CH:26][C:27]=3[F:28])=[O:20])[C:12]3[C:17]([CH:18]=2)=[CH:16][CH:15]=[CH:14][CH:13]=3)[CH:6]=[CH:7][CH:8]=1.C(OC(=O)C)(=[O:38])C.N1C=CC=CC=1.[C:49](#[N:51])[CH3:50]. (2) Given the product [NH2:26][CH:23]1[CH2:22][CH2:21][CH:20]([CH2:19][N:9]2[C:7]3=[N:8][C:3]([NH:2][CH3:1])=[N:4][CH:5]=[C:6]3[C:11]([C:12]3[CH:17]=[CH:16][C:15]([CH3:18])=[CH:14][CH:13]=3)=[N:10]2)[CH2:25][CH2:24]1.[C:36]([OH:38])([C:35]([F:40])([F:39])[F:34])=[O:37], predict the reactants needed to synthesize it. The reactants are: [CH3:1][NH:2][C:3]1[N:8]=[C:7]2[N:9]([CH2:19][CH:20]3[CH2:25][CH2:24][CH:23]([NH:26]C(=O)OC(C)(C)C)[CH2:22][CH2:21]3)[N:10]=[C:11]([C:12]3[CH:17]=[CH:16][C:15]([CH3:18])=[CH:14][CH:13]=3)[C:6]2=[CH:5][N:4]=1.[F:34][C:35]([F:40])([F:39])[C:36]([OH:38])=[O:37].